From a dataset of Full USPTO retrosynthesis dataset with 1.9M reactions from patents (1976-2016). Predict the reactants needed to synthesize the given product. (1) Given the product [Br:19][C:20]1[CH:21]=[C:22]([CH:25]=[C:26]([O:28][C:29]([F:30])([F:31])[F:32])[CH:27]=1)/[CH:23]=[C:8]1/[C:9](=[O:12])[C:10]2[C:6]([CH2:7]/1)=[CH:5][C:4]([N:13]1[CH2:14][CH2:15][O:16][CH2:17][CH2:18]1)=[C:3]([O:2][CH3:1])[CH:11]=2, predict the reactants needed to synthesize it. The reactants are: [CH3:1][O:2][C:3]1[CH:11]=[C:10]2[C:6]([CH2:7][CH2:8][C:9]2=[O:12])=[CH:5][C:4]=1[N:13]1[CH2:18][CH2:17][O:16][CH2:15][CH2:14]1.[Br:19][C:20]1[CH:21]=[C:22]([CH:25]=[C:26]([O:28][C:29]([F:32])([F:31])[F:30])[CH:27]=1)[CH:23]=O.CC1C=CC(S(O)(=O)=O)=CC=1. (2) Given the product [CH2:26]([N:10]1[C:9]2[N:8]=[C:7]([CH2:6][C:5]3[CH:4]=[CH:3][C:2]([NH:1][S:40]([C:34]4[CH:35]=[CH:36][CH:37]=[C:38]([Cl:39])[C:33]=4[Cl:32])(=[O:42])=[O:41])=[CH:31][CH:30]=3)[NH:15][C:14]=2[C:13](=[O:16])[N:12]([CH2:17][C:18]2[CH:23]=[CH:22][CH:21]=[CH:20][C:19]=2[F:24])[C:11]1=[O:25])[CH2:27][CH2:28][CH3:29], predict the reactants needed to synthesize it. The reactants are: [NH2:1][C:2]1[CH:31]=[CH:30][C:5]([CH2:6][C:7]2[NH:15][C:14]3[C:13](=[O:16])[N:12]([CH2:17][C:18]4[CH:23]=[CH:22][CH:21]=[CH:20][C:19]=4[F:24])[C:11](=[O:25])[N:10]([CH2:26][CH2:27][CH2:28][CH3:29])[C:9]=3[N:8]=2)=[CH:4][CH:3]=1.[Cl:32][C:33]1[C:38]([Cl:39])=[CH:37][CH:36]=[CH:35][C:34]=1[S:40](Cl)(=[O:42])=[O:41].